Predict which catalyst facilitates the given reaction. From a dataset of Catalyst prediction with 721,799 reactions and 888 catalyst types from USPTO. (1) Reactant: [C:1]([O:5][C:6](=[O:21])[CH2:7][O:8][C:9]1[C:14]2[CH2:15][CH2:16][CH2:17][CH2:18][CH:19]([NH2:20])[C:13]=2[CH:12]=[CH:11][CH:10]=1)([CH3:4])([CH3:3])[CH3:2].C(N(C(C)C)CC)(C)C.[Br:31][C:32]1[CH:33]=[C:34]([S:38](Cl)(=[O:40])=[O:39])[CH:35]=[CH:36][CH:37]=1. Product: [C:1]([O:5][C:6](=[O:21])[CH2:7][O:8][C:9]1[C:14]2[CH2:15][CH2:16][CH2:17][CH2:18][CH:19]([NH:20][S:38]([C:34]3[CH:35]=[CH:36][CH:37]=[C:32]([Br:31])[CH:33]=3)(=[O:40])=[O:39])[C:13]=2[CH:12]=[CH:11][CH:10]=1)([CH3:4])([CH3:2])[CH3:3]. The catalyst class is: 1. (2) Reactant: O=P12OP3(OP(OP(O3)(O1)=O)(=O)O2)=O.[Cl:15][C:16]1[CH:17]=[C:18]([CH:22]([OH:39])[CH2:23][O:24][C:25]2[CH:38]=[CH:37][C:28]([CH2:29][CH:30]3[S:34][C:33](=[O:35])[NH:32][C:31]3=[O:36])=[CH:27][CH:26]=2)[CH:19]=[CH:20][CH:21]=1.C(N(CC)C(C)C)(C)C.C([O-])(O)=O.[Na+]. Product: [Cl:15][C:16]1[CH:17]=[C:18]([C:22](=[O:39])[CH2:23][O:24][C:25]2[CH:38]=[CH:37][C:28]([CH2:29][CH:30]3[S:34][C:33](=[O:35])[NH:32][C:31]3=[O:36])=[CH:27][CH:26]=2)[CH:19]=[CH:20][CH:21]=1. The catalyst class is: 583.